This data is from Peptide-MHC class I binding affinity with 185,985 pairs from IEDB/IMGT. The task is: Regression. Given a peptide amino acid sequence and an MHC pseudo amino acid sequence, predict their binding affinity value. This is MHC class I binding data. The peptide sequence is RGYVWTNGY. The MHC is HLA-B27:03 with pseudo-sequence HLA-B27:03. The binding affinity (normalized) is 0.0847.